Dataset: Peptide-MHC class I binding affinity with 185,985 pairs from IEDB/IMGT. Task: Regression. Given a peptide amino acid sequence and an MHC pseudo amino acid sequence, predict their binding affinity value. This is MHC class I binding data. (1) The peptide sequence is PLDLAIQQL. The MHC is Mamu-A70103 with pseudo-sequence Mamu-A70103. The binding affinity (normalized) is 0. (2) The MHC is HLA-B57:01 with pseudo-sequence HLA-B57:01. The peptide sequence is IFLKPEETF. The binding affinity (normalized) is 0.0847. (3) The peptide sequence is VLRGNRQGL. The MHC is HLA-A02:03 with pseudo-sequence HLA-A02:03. The binding affinity (normalized) is 0.169. (4) The peptide sequence is RYSIFFDY. The binding affinity (normalized) is 0.0357. The MHC is HLA-A02:01 with pseudo-sequence HLA-A02:01.